Dataset: Full USPTO retrosynthesis dataset with 1.9M reactions from patents (1976-2016). Task: Predict the reactants needed to synthesize the given product. (1) Given the product [Cl:8][C:6]1[N:5]=[C:4]([C:9]2[CH:14]=[C:13]([Cl:15])[CH:12]=[CH:11][C:10]=2[CH3:16])[N:3]=[C:2]([NH:17][C:18]2[CH:26]=[C:25]3[C:21]([CH:22]=[N:23][NH:24]3)=[CH:20][CH:19]=2)[N:7]=1, predict the reactants needed to synthesize it. The reactants are: Cl[C:2]1[N:7]=[C:6]([Cl:8])[N:5]=[C:4]([C:9]2[CH:14]=[C:13]([Cl:15])[CH:12]=[CH:11][C:10]=2[CH3:16])[N:3]=1.[NH2:17][C:18]1[CH:26]=[C:25]2[C:21]([CH:22]=[N:23][NH:24]2)=[CH:20][CH:19]=1.C(N(C(C)C)CC)(C)C. (2) Given the product [F:23][CH:2]([F:1])[O:3][C:4]1[CH:9]=[CH:8][C:7]([C:10]2[CH:11]=[C:12]3[C:16](=[CH:17][CH:18]=2)[C:15](=[O:19])[O:14][CH2:13]3)=[C:6]([O:20][CH2:30][CH3:31])[C:5]=1[O:21][CH3:22], predict the reactants needed to synthesize it. The reactants are: [F:1][CH:2]([F:23])[O:3][C:4]1[CH:9]=[CH:8][C:7]([C:10]2[CH:11]=[C:12]3[C:16](=[CH:17][CH:18]=2)[C:15](=[O:19])[O:14][CH2:13]3)=[C:6]([OH:20])[C:5]=1[O:21][CH3:22].C(=O)([O-])[O-].[K+].[K+].[CH2:30](I)[CH3:31]. (3) Given the product [F:1][C:2]1[CH:7]=[CH:6][C:5]([C:8]2[CH:9]=[N:10][C:11]3[N:12]([N:14]=[CH:15][C:16]=3[B:18]3[O:22][C:21]([CH3:24])([CH3:23])[C:20]([CH3:26])([CH3:25])[O:19]3)[CH:13]=2)=[CH:4][CH:3]=1, predict the reactants needed to synthesize it. The reactants are: [F:1][C:2]1[CH:7]=[CH:6][C:5]([C:8]2[CH:9]=[N:10][C:11]3[N:12]([N:14]=[CH:15][C:16]=3I)[CH:13]=2)=[CH:4][CH:3]=1.[B:18]1([B:18]2[O:22][C:21]([CH3:24])([CH3:23])[C:20]([CH3:26])([CH3:25])[O:19]2)[O:22][C:21]([CH3:24])([CH3:23])[C:20]([CH3:26])([CH3:25])[O:19]1.CC([O-])=O.[K+].N#N. (4) Given the product [CH2:1]([C:3]1[N:11]2[C:6]([CH:7]=[CH:8][CH:9]=[CH:10]2)=[CH:5][C:4]=1[C:12]1[CH:13]=[CH:14][C:15]([O:18][CH2:8][CH2:9][CH2:10][N:11]2[CH2:23][CH2:20][CH2:21][CH2:1][CH2:3]2)=[CH:16][CH:17]=1)[CH3:2], predict the reactants needed to synthesize it. The reactants are: [CH2:1]([C:3]1[N:11]2[C:6]([CH:7]=[CH:8][CH:9]=[CH:10]2)=[CH:5][C:4]=1[C:12]1[CH:17]=[CH:16][C:15]([OH:18])=[CH:14][CH:13]=1)[CH3:2].C[C:20]([CH3:23])([O-])[CH3:21].[Na+].[Cl-]. (5) Given the product [F:10][S:11]([N-:14][S:15]([C:18]([F:21])([F:19])[F:20])(=[O:16])=[O:17])(=[O:13])=[O:12].[CH2:2]([N+:4]([CH2:7][CH2:8][OH:9])([CH3:6])[CH3:5])[CH3:3], predict the reactants needed to synthesize it. The reactants are: [Br-].[CH2:2]([N+:4]([CH2:7][CH2:8][OH:9])([CH3:6])[CH3:5])[CH3:3].[F:10][S:11]([N-:14][S:15]([C:18]([F:21])([F:20])[F:19])(=[O:17])=[O:16])(=[O:13])=[O:12].[Li+].